From a dataset of Catalyst prediction with 721,799 reactions and 888 catalyst types from USPTO. Predict which catalyst facilitates the given reaction. (1) Reactant: [Br:1][CH2:2][C:3](Br)=[O:4].FC(F)(F)C(O)=O.[CH3:13][CH:14]([O:16][C:17]1[CH:24]=[CH:23][C:22]([C:25]2[O:29][N:28]=[C:27]([C:30]3[C:31]([CH3:40])=[C:32]4[C:37](=[CH:38][CH:39]=3)[CH2:36][NH:35][CH2:34][CH2:33]4)[N:26]=2)=[CH:21][C:18]=1[C:19]#[N:20])[CH3:15].CCN(C(C)C)C(C)C. Product: [Br:1][CH2:2][C:3]([N:35]1[CH2:34][CH2:33][C:32]2[C:37](=[CH:38][CH:39]=[C:30]([C:27]3[N:26]=[C:25]([C:22]4[CH:23]=[CH:24][C:17]([O:16][CH:14]([CH3:15])[CH3:13])=[C:18]([CH:21]=4)[C:19]#[N:20])[O:29][N:28]=3)[C:31]=2[CH3:40])[CH2:36]1)=[O:4]. The catalyst class is: 2. (2) Reactant: [NH2:1][C:2]1[CH:7]=[CH:6][C:5]([F:8])=[CH:4][C:3]=1[OH:9].[CH:10](=O)/[CH:11]=[CH:12]/[CH3:13].[NH4+].[OH-]. Product: [F:8][C:5]1[CH:6]=[C:7]2[C:2](=[C:3]([OH:9])[CH:4]=1)[N:1]=[C:12]([CH3:13])[CH:11]=[CH:10]2. The catalyst class is: 601. (3) Reactant: [CH:1]1([CH2:6][CH:7]([C:18]2[NH:28][C:21]3=[N:22][CH:23]=[C:24]([CH:26]=[O:27])[CH:25]=[C:20]3[CH:19]=2)[C:8]2[CH:13]=[CH:12][C:11]([S:14]([CH3:17])(=[O:16])=[O:15])=[CH:10][CH:9]=2)[CH2:5][CH2:4][CH2:3][CH2:2]1.[BH4-].[Na+]. Product: [CH:1]1([CH2:6][CH:7]([C:18]2[NH:28][C:21]3=[N:22][CH:23]=[C:24]([CH2:26][OH:27])[CH:25]=[C:20]3[CH:19]=2)[C:8]2[CH:13]=[CH:12][C:11]([S:14]([CH3:17])(=[O:16])=[O:15])=[CH:10][CH:9]=2)[CH2:5][CH2:4][CH2:3][CH2:2]1. The catalyst class is: 5.